This data is from Full USPTO retrosynthesis dataset with 1.9M reactions from patents (1976-2016). The task is: Predict the reactants needed to synthesize the given product. (1) Given the product [ClH:25].[CH3:15][C:16]1[S:17][C:18]([CH3:26])=[CH:19][C:20]=1/[CH:21]=[CH:22]/[C:23]1[N:7]([C:2]2[CH:3]=[CH:4][CH:5]=[CH:6][N:1]=2)[C:8]2[CH:13]=[CH:12][CH:11]=[CH:10][C:9]=2[N:14]=1, predict the reactants needed to synthesize it. The reactants are: [N:1]1[CH:6]=[CH:5][CH:4]=[CH:3][C:2]=1[NH:7][C:8]1[CH:13]=[CH:12][CH:11]=[CH:10][C:9]=1[NH2:14].[CH3:15][C:16]1[S:17][C:18]([CH3:26])=[CH:19][C:20]=1/[CH:21]=[CH:22]/[C:23]([Cl:25])=O.N1C=CC=CC=1N1C2C=CC=CC=2N=C1/C=C/C1C=CC=CC=1.Cl. (2) The reactants are: [CH:1](=[N:5]/[C@H:6]([C:8]1[CH:13]=[CH:12][CH:11]=[CH:10][CH:9]=1)[CH3:7])\[CH2:2][CH2:3][CH3:4].C[Si](C)(C)[O:16][C:17]([O:25][CH2:26][CH3:27])=[C:18]([O:22][CH2:23][CH3:24])[O:19][CH2:20][CH3:21]. Given the product [CH2:23]([O:22][C:18]([O:19][CH2:20][CH3:21])([C@@H:1]([NH:5][C@H:6]([C:8]1[CH:9]=[CH:10][CH:11]=[CH:12][CH:13]=1)[CH3:7])[CH2:2][CH2:3][CH3:4])[C:17]([O:25][CH2:26][CH3:27])=[O:16])[CH3:24], predict the reactants needed to synthesize it.